Dataset: Forward reaction prediction with 1.9M reactions from USPTO patents (1976-2016). Task: Predict the product of the given reaction. (1) Given the reactants [Cl:1][C:2]1[C:3]2[N:12]([C:13]3[C:18]([F:19])=[CH:17][CH:16]=[CH:15][C:14]=3[F:20])[N:11]=[C:10]([C:21]3[CH:22]=[C:23]([OH:27])[CH:24]=[CH:25][CH:26]=3)[C:4]=2[C:5]([O:8][CH3:9])=[N:6][CH:7]=1.C(=O)([O-])[O-].[K+].[K+].Br[CH2:35][CH2:36][OH:37].O, predict the reaction product. The product is: [Cl:1][C:2]1[C:3]2[N:12]([C:13]3[C:18]([F:19])=[CH:17][CH:16]=[CH:15][C:14]=3[F:20])[N:11]=[C:10]([C:21]3[CH:22]=[C:23]([CH:24]=[CH:25][CH:26]=3)[O:27][CH2:35][CH2:36][OH:37])[C:4]=2[C:5]([O:8][CH3:9])=[N:6][CH:7]=1. (2) Given the reactants [CH3:1][CH2:2][CH:3]([OH:6])[CH2:4][CH3:5].[CH3:7][S:8](Cl)(=[O:10])=[O:9].O, predict the reaction product. The product is: [CH2:2]([CH:3]([O:6][S:8]([CH3:7])(=[O:10])=[O:9])[CH2:4][CH3:5])[CH3:1]. (3) Given the reactants [O:1]1[C:5]2[CH:6]=[CH:7][C:8]([C:10]3([C:13]([NH:15][C:16]4[S:17][C:18]([CH:21]([C:28]5[CH:33]=[CH:32][CH:31]=[CH:30][C:29]=5[Cl:34])[N:22]5[CH2:26][CH2:25][C@@H:24]([OH:27])[CH2:23]5)=[CH:19][N:20]=4)=[O:14])[CH2:12][CH2:11]3)=[CH:9][C:4]=2[O:3][CH2:2]1.Cl[C:36]([O:38][C@H:39]1[CH2:44][C@@H:43]([CH3:45])[CH2:42][CH2:41][C@@H:40]1[CH:46]([CH3:48])[CH3:47])=[O:37], predict the reaction product. The product is: [C:36](=[O:37])([O:38][C@H:39]1[CH2:44][C@@H:43]([CH3:45])[CH2:42][CH2:41][C@@H:40]1[CH:46]([CH3:48])[CH3:47])[O:27][C@@H:24]1[CH2:25][CH2:26][N:22]([CH:21]([C:18]2[S:17][C:16]([NH:15][C:13]([C:10]3([C:8]4[CH:7]=[CH:6][C:5]5[O:1][CH2:2][O:3][C:4]=5[CH:9]=4)[CH2:12][CH2:11]3)=[O:14])=[N:20][CH:19]=2)[C:28]2[CH:33]=[CH:32][CH:31]=[CH:30][C:29]=2[Cl:34])[CH2:23]1. (4) Given the reactants [C:1]1([CH3:22])[C:2]([NH:7][CH:8]=[C:9]([C:15]2[CH:20]=[CH:19][CH:18]=[CH:17][C:16]=2Br)[C:10]([O:12][CH2:13][CH3:14])=[O:11])=[CH:3][CH:4]=[CH:5][CH:6]=1.P([O-])([O-])([O-])=O.[K+].[K+].[K+], predict the reaction product. The product is: [C:1]1([CH3:22])[CH:6]=[CH:5][CH:4]=[CH:3][C:2]=1[N:7]1[C:20]2[C:15](=[CH:16][CH:17]=[CH:18][CH:19]=2)[C:9]([C:10]([O:12][CH2:13][CH3:14])=[O:11])=[CH:8]1. (5) Given the reactants Br[C:2]1[CH:7]=[CH:6][C:5]([S:8]([N:11]([CH2:13][CH3:14])[CH3:12])(=[O:10])=[O:9])=[CH:4][CH:3]=1.[C:15]([C:17]1[N:21]([CH3:22])[C:20](B(O)O)=[CH:19][CH:18]=1)#[N:16].[F-].[K+].C(P(C(C)(C)C)C(C)(C)C)(C)(C)C, predict the reaction product. The product is: [C:15]([C:17]1[N:21]([CH3:22])[C:20]([C:2]2[CH:7]=[CH:6][C:5]([S:8]([N:11]([CH2:13][CH3:14])[CH3:12])(=[O:10])=[O:9])=[CH:4][CH:3]=2)=[CH:19][CH:18]=1)#[N:16]. (6) Given the reactants [NH2:1][C:2]1[CH:7]=[C:6]([O:8][CH3:9])[CH:5]=[CH:4][C:3]=1[OH:10].[F:11][C:12]1[CH:19]=[CH:18][C:15]([CH:16]=O)=[CH:14][CH:13]=1.C(C1C(=O)C(Cl)=C(Cl)C(=O)C=1C#N)#N, predict the reaction product. The product is: [F:11][C:12]1[CH:19]=[CH:18][C:15]([C:16]2[O:10][C:3]3[CH:4]=[CH:5][C:6]([O:8][CH3:9])=[CH:7][C:2]=3[N:1]=2)=[CH:14][CH:13]=1.